Dataset: Experimentally validated miRNA-target interactions with 360,000+ pairs, plus equal number of negative samples. Task: Binary Classification. Given a miRNA mature sequence and a target amino acid sequence, predict their likelihood of interaction. (1) The miRNA is hsa-miR-148b-3p with sequence UCAGUGCAUCACAGAACUUUGU. The protein sequence of the target gene is MGCSSSALNKAGDSSRFPSVTSNEHFSTAEESESCFAQPKPHALGRESTVDGNVQRESRPPLQKLKVSAEPTANGVKPLQEQPLAKDVAPGRDATDQSGSTEKTQPGEGLEESGPPQPGGKEDAPAAEGKKKDAGAGTEAESLKGNAEAQPLGPEAKGQPLQAAVEKDSLRAVEVTENPQTAAEMKPLGTTENVLTLQIAGELQPQGTVGKDEQAPLLETISKENESPEILEGSQFVETAEEQQLQATLGKEEQPQLLERIPKENVTPEVLDRSQLVEKPVMNDPFHKTPEGPGNMEQIQ.... Result: 1 (interaction). (2) The miRNA is hsa-miR-3978 with sequence GUGGAAAGCAUGCAUCCAGGGUGU. The protein sequence of the target gene is MAQLFLPLLAALVLAQAPAALADVLEGDSSEDRAFRVRIAGDAPLQGVLGGALTIPCHVHYLRPPPSRRAVLGSPRVKWTFLSRGREAEVLVARGVRVKVNEAYRFRVALPAYPASLTDVSLALSELRPNDSGIYRCEVQHGIDDSSDAVEVKVKGVVFLYREGSARYAFSFSGAQEACARIGAHIATPEQLYAAYLGGYEQCDAGWLSDQTVRYPIQTPREACYGDMDGFPGVRNYGVVDPDDLYDVYCYAEDLNGELFLGDPPEKLTLEEARAYCQERGAEIATTGQLYAAWDGGLDH.... Result: 1 (interaction).